Dataset: Full USPTO retrosynthesis dataset with 1.9M reactions from patents (1976-2016). Task: Predict the reactants needed to synthesize the given product. Given the product [CH3:1][NH:2][C:3]([C:5]1[N:6]([CH3:16])[N:7]=[C:8]2[C:13]=1[CH:12]=[C:11]([OH:14])[CH:10]=[CH:9]2)=[O:4], predict the reactants needed to synthesize it. The reactants are: [CH3:1][NH:2][C:3]([C:5]1[N:6]([CH3:16])[N:7]=[C:8]2[C:13]=1[CH:12]=[C:11]([O:14]C)[CH:10]=[CH:9]2)=[O:4].